This data is from Forward reaction prediction with 1.9M reactions from USPTO patents (1976-2016). The task is: Predict the product of the given reaction. (1) Given the reactants [CH:1]1[C:11]2=[C:12]3[C:7](=[CH:8][C:9]([C:13]4[C:14](=[O:28])[NH:15][C:16](=[O:27])[C:17]=4[C:18]4[C:26]5[C:21](=[CH:22][CH:23]=[CH:24][CH:25]=5)[NH:20][CH:19]=4)=[CH:10]2)[CH2:6][CH2:5][CH2:4][N:3]3[CH:2]=1, predict the reaction product. The product is: [CH:1]1[C:11]2=[C:12]3[C:7](=[CH:8][C:9]([C@H:13]4[C@@H:17]([C:18]5[C:26]6[C:21](=[CH:22][CH:23]=[CH:24][CH:25]=6)[NH:20][CH:19]=5)[C:16](=[O:27])[NH:15][C:14]4=[O:28])=[CH:10]2)[CH2:6][CH2:5][CH2:4][N:3]3[CH:2]=1. (2) Given the reactants Cl[CH2:2][C:3]1[CH:12]=[C:11]2[C:6]([C:7]([Cl:14])=[CH:8][N:9]=[C:10]2[Cl:13])=[CH:5][CH:4]=1.[C:15]([O:19][C:20](=[O:30])[CH2:21][NH:22][CH2:23][C:24]1[CH:29]=[CH:28][CH:27]=[CH:26][CH:25]=1)([CH3:18])([CH3:17])[CH3:16].CCN(CC)CC, predict the reaction product. The product is: [C:15]([O:19][C:20](=[O:30])[CH2:21][N:22]([CH2:23][C:24]1[CH:29]=[CH:28][CH:27]=[CH:26][CH:25]=1)[CH2:2][C:3]1[CH:12]=[C:11]2[C:6]([C:7]([Cl:14])=[CH:8][N:9]=[C:10]2[Cl:13])=[CH:5][CH:4]=1)([CH3:18])([CH3:16])[CH3:17]. (3) Given the reactants [Cl:1][C:2]1[CH:3]=[CH:4][C:5]2[C:6]3[N:13]([CH:14]4[CH2:19][CH2:18][CH2:17][CH2:16][O:15]4)[N:12]=[CH:11][C:7]=3[NH:8][C:9]=2[CH:10]=1.Br[C:21]1[CH:22]=[C:23]2[N:30]=[CH:29][N:28]([CH2:31][O:32][CH2:33][CH2:34][Si:35]([CH3:38])([CH3:37])[CH3:36])[C:24]2=[N:25][C:26]=1[CH3:27].CN[C@H]1CCCC[C@@H]1NC.C([O-])([O-])=O.[Cs+].[Cs+], predict the reaction product. The product is: [Cl:1][C:2]1[CH:3]=[CH:4][C:5]2[C:6]3[N:13]([CH:14]4[CH2:19][CH2:18][CH2:17][CH2:16][O:15]4)[N:12]=[CH:11][C:7]=3[N:8]([C:21]3[CH:22]=[C:23]4[N:30]=[CH:29][N:28]([CH2:31][O:32][CH2:33][CH2:34][Si:35]([CH3:36])([CH3:38])[CH3:37])[C:24]4=[N:25][C:26]=3[CH3:27])[C:9]=2[CH:10]=1.